Predict which catalyst facilitates the given reaction. From a dataset of Catalyst prediction with 721,799 reactions and 888 catalyst types from USPTO. Reactant: C(OC([NH:8][C:9]1[CH:14]=[CH:13][CH:12]=[CH:11][C:10]=1[NH:15][C:16](=[O:31])[C:17]1[CH:22]=[CH:21][C:20]([C:23]2[C:28]([C:29]#[N:30])=[CH:27][CH:26]=[CH:25][N:24]=2)=[CH:19][CH:18]=1)=O)(C)(C)C.Cl. Product: [NH2:8][C:9]1[CH:14]=[CH:13][CH:12]=[CH:11][C:10]=1[NH:15][C:16](=[O:31])[C:17]1[CH:22]=[CH:21][C:20]([C:23]2[C:28]([C:29]#[N:30])=[CH:27][CH:26]=[CH:25][N:24]=2)=[CH:19][CH:18]=1. The catalyst class is: 12.